Dataset: Forward reaction prediction with 1.9M reactions from USPTO patents (1976-2016). Task: Predict the product of the given reaction. (1) Given the reactants [Cl:1][C:2]1[C:18]([CH3:19])=[C:17]([B:20]2[O:24][C:23]([CH3:26])([CH3:25])[C:22]([CH3:28])([CH3:27])[O:21]2)[CH:16]=[C:15]([F:29])[C:3]=1[O:4][Si](C(C)C)(C(C)C)C(C)C.CCCC[N+](CCCC)(CCCC)CCCC.[F-], predict the reaction product. The product is: [Cl:1][C:2]1[C:18]([CH3:19])=[C:17]([B:20]2[O:24][C:23]([CH3:26])([CH3:25])[C:22]([CH3:28])([CH3:27])[O:21]2)[CH:16]=[C:15]([F:29])[C:3]=1[OH:4]. (2) The product is: [C:12]([C:16]([CH2:18][N:19]1[C:25]2[CH:26]=[CH:27][CH:28]=[CH:29][C:24]=2[N:23]([CH:30]2[CH2:35][CH2:34][CH2:33][CH2:32][CH2:31]2)[CH2:22][C@@H:21]([NH:36][C:37](=[O:38])[NH:1][C:2]2[CH:3]=[C:4]([CH:8]=[CH:9][CH:10]=2)[C:5]([OH:7])=[O:6])[C:20]1=[O:46])=[O:17])([CH3:15])([CH3:13])[CH3:14]. Given the reactants [NH2:1][C:2]1[CH:3]=[C:4]([CH:8]=[CH:9][CH:10]=1)[C:5]([O-:7])=[O:6].[Na+].[C:12]([C:16]([CH2:18][N:19]1[C:25]2[CH:26]=[CH:27][CH:28]=[CH:29][C:24]=2[N:23]([CH:30]2[CH2:35][CH2:34][CH2:33][CH2:32][CH2:31]2)[CH2:22][C@@H:21]([NH:36][C:37](OC2C=CC=CC=2)=[O:38])[C:20]1=[O:46])=[O:17])([CH3:15])([CH3:14])[CH3:13], predict the reaction product.